From a dataset of Forward reaction prediction with 1.9M reactions from USPTO patents (1976-2016). Predict the product of the given reaction. (1) Given the reactants CC(OC(/N=N/C(OC(C)C)=O)=O)C.[F:15][C:16]([F:40])([F:39])[C:17]1[N:21]2[N:22]=[C:23]([N:26]3[CH2:31][CH2:30][CH:29]([C:32]4[CH:37]=[CH:36][C:35]([OH:38])=[CH:34][CH:33]=4)[CH2:28][CH2:27]3)[CH:24]=[CH:25][C:20]2=[N:19][N:18]=1.[CH3:41][N:42]1[C:46]([CH2:47][CH2:48]O)=[CH:45][CH:44]=[N:43]1.C1(P(C2C=CC=CC=2)C2C=CC=CC=2)C=CC=CC=1, predict the reaction product. The product is: [CH3:41][N:42]1[C:46]([CH2:47][CH2:48][O:38][C:35]2[CH:36]=[CH:37][C:32]([CH:29]3[CH2:30][CH2:31][N:26]([C:23]4[CH:24]=[CH:25][C:20]5[N:21]([C:17]([C:16]([F:15])([F:39])[F:40])=[N:18][N:19]=5)[N:22]=4)[CH2:27][CH2:28]3)=[CH:33][CH:34]=2)=[CH:45][CH:44]=[N:43]1. (2) Given the reactants [Cl-].[CH3:2][O:3][CH2:4][P+](C1C=CC=CC=1)(C1C=CC=CC=1)C1C=CC=CC=1.CC([O-])(C)C.[K+].[Br:30][C:31]1[CH:32]=[CH:33][C:34]([F:43])=[C:35]2[C:40]=1[N:39]=[C:38]([CH:41]=O)[CH:37]=[CH:36]2, predict the reaction product. The product is: [Br:30][C:31]1[CH:32]=[CH:33][C:34]([F:43])=[C:35]2[C:40]=1[N:39]=[C:38]([CH:41]=[CH:2][O:3][CH3:4])[CH:37]=[CH:36]2.